From a dataset of Forward reaction prediction with 1.9M reactions from USPTO patents (1976-2016). Predict the product of the given reaction. (1) Given the reactants [CH2:1]1[C:4]2([CH2:9][CH2:8][NH:7][CH2:6][CH2:5]2)[CH2:3][N:2]1C(OC(C)(C)C)=O.[Cl-:17].[Cl:18][C:19]1[CH:24]=[CH:23][NH+:22]=[CH:21][CH:20]=1, predict the reaction product. The product is: [ClH:18].[ClH:17].[N:22]1[CH:23]=[CH:24][C:19]([N:7]2[CH2:6][CH2:5][C:4]3([CH2:1][NH:2][CH2:3]3)[CH2:9][CH2:8]2)=[CH:20][CH:21]=1. (2) Given the reactants [C:1]([O:5][C:6]([N:8]1[CH2:13][CH2:12][C:11]([C:21]2[CH:26]=[CH:25][C:24](Br)=[CH:23][CH:22]=2)([C:14]2[CH:19]=[CH:18][C:17]([Cl:20])=[CH:16][CH:15]=2)[CH2:10][CH2:9]1)=[O:7])([CH3:4])([CH3:3])[CH3:2].[B:28]1([B:28]2[O:32][C:31]([CH3:34])([CH3:33])[C:30]([CH3:36])([CH3:35])[O:29]2)[O:32][C:31]([CH3:34])([CH3:33])[C:30]([CH3:36])([CH3:35])[O:29]1.C([O-])(=O)C.[K+], predict the reaction product. The product is: [C:1]([O:5][C:6]([N:8]1[CH2:13][CH2:12][C:11]([C:14]2[CH:19]=[CH:18][C:17]([Cl:20])=[CH:16][CH:15]=2)([C:21]2[CH:26]=[CH:25][C:24]([B:28]3[O:32][C:31]([CH3:34])([CH3:33])[C:30]([CH3:36])([CH3:35])[O:29]3)=[CH:23][CH:22]=2)[CH2:10][CH2:9]1)=[O:7])([CH3:4])([CH3:3])[CH3:2]. (3) Given the reactants [Br:1][C:2]1[CH:3]=[N:4][CH:5]=[C:6](I)[CH:7]=1.[O:9]1[CH2:13][C:12](=O)[N:11]=[C-:10]1.C1(P(C2C=CC=CC=2)C2C3[O:34]C4C(=CC=CC=4P(C4C=CC=CC=4)C4C=CC=CC=4)C(C)(C)C=3C=CC=2)C=CC=CC=1.C(=O)([O-])[O-].[Cs+].[Cs+], predict the reaction product. The product is: [Br:1][C:2]1[CH:7]=[C:6]([N:11]2[CH2:12][CH2:13][O:9][C:10]2=[O:34])[CH:5]=[N:4][CH:3]=1. (4) Given the reactants Cl[C:2]1[N:7]([CH3:8])[C:6](=[O:9])[N:5]([CH3:10])[C:4](=[O:11])[C:3]=1[CH:12]=[O:13].[CH3:14][S-:15].[Na+], predict the reaction product. The product is: [CH3:8][N:7]1[C:2]([S:15][CH3:14])=[C:3]([CH:12]=[O:13])[C:4](=[O:11])[N:5]([CH3:10])[C:6]1=[O:9]. (5) Given the reactants [Cl:1][C:2]1[C:7]([CH:8]([OH:11])[CH2:9][CH3:10])=[CH:6][N:5]=[C:4]([S:12][CH3:13])[N:3]=1.C1C=C[NH+]=CC=1.[O-][Cr](Cl)(=O)=O, predict the reaction product. The product is: [Cl:1][C:2]1[C:7]([C:8](=[O:11])[CH2:9][CH3:10])=[CH:6][N:5]=[C:4]([S:12][CH3:13])[N:3]=1. (6) Given the reactants [N:1]1[CH:6]=[CH:5][CH:4]=[CH:3][C:2]=1[CH2:7][CH2:8][N:9]1[CH2:14][CH2:13][N:12]([C:15]2[C:23]3[O:22][C:21]([C:24]([O-])=[O:25])=[CH:20][C:19]=3[CH:18]=[CH:17][CH:16]=2)[CH2:11][CH2:10]1.[Li+].[NH2:28][CH:29]1[CH2:34][CH2:33][N:32]([C:35](=[O:37])[CH3:36])[CH2:31][CH2:30]1, predict the reaction product. The product is: [C:35]([N:32]1[CH2:33][CH2:34][CH:29]([NH:28][C:24]([C:21]2[O:22][C:23]3[C:15]([N:12]4[CH2:13][CH2:14][N:9]([CH2:8][CH2:7][C:2]5[CH:3]=[CH:4][CH:5]=[CH:6][N:1]=5)[CH2:10][CH2:11]4)=[CH:16][CH:17]=[CH:18][C:19]=3[CH:20]=2)=[O:25])[CH2:30][CH2:31]1)(=[O:37])[CH3:36]. (7) Given the reactants [CH3:1][N:2]1[CH2:7][CH2:6][N:5]([CH2:8][CH2:9][N:10]2[CH:18]=[C:17]3[C:12]([CH:13]=[CH:14][C:15]([N+:19]([O-])=O)=[CH:16]3)=[N:11]2)[CH2:4][CH2:3]1.[N+](C1C=CC2C(=CN(CCNS(C)(=O)=O)N=2)C=1)([O-])=O, predict the reaction product. The product is: [CH3:1][N:2]1[CH2:7][CH2:6][N:5]([CH2:8][CH2:9][N:10]2[CH:18]=[C:17]3[C:12]([CH:13]=[CH:14][C:15]([NH2:19])=[CH:16]3)=[N:11]2)[CH2:4][CH2:3]1. (8) Given the reactants [C:1]([CH2:3][CH2:4][C@H:5]1[CH2:9][C@H:8]([C:10]([O:12]CC=C)=[O:11])[C@H:7]([CH3:16])[CH2:6]1)#[N:2].N1CCCC1.C1(NC2CCCCC2)CCCCC1.Cl, predict the reaction product. The product is: [C:1]([CH2:3][CH2:4][C@H:5]1[CH2:9][C@H:8]([C:10]([OH:12])=[O:11])[C@H:7]([CH3:16])[CH2:6]1)#[N:2].